From a dataset of Catalyst prediction with 721,799 reactions and 888 catalyst types from USPTO. Predict which catalyst facilitates the given reaction. (1) Reactant: [Cl:1][C:2]1[CH:7]=[C:6]([NH:8]C)[C:5]([N+:10]([O-])=O)=[CH:4][N:3]=1.[C:13]([O-])(O)=O.[Na+]. Product: [Cl:1][C:2]1[N:3]=[CH:4][C:5]([NH:10][CH3:13])=[C:6]([NH2:8])[CH:7]=1. The catalyst class is: 180. (2) Reactant: [I:1]/[CH:2]=[CH:3]/[CH2:4][CH2:5][CH2:6][CH2:7][O:8][C:9]1[CH:14]=[CH:13][C:12]([CH2:15][CH2:16][C:17]2([CH2:23][OH:24])[CH2:21][O:20]C(C)=[N:18]2)=[CH:11][CH:10]=1.[ClH:25]. Product: [ClH:25].[NH2:18][C:17]([CH2:16][CH2:15][C:12]1[CH:11]=[CH:10][C:9]([O:8][CH2:7][CH2:6][CH2:5][CH2:4]/[CH:3]=[CH:2]/[I:1])=[CH:14][CH:13]=1)([CH2:23][OH:24])[CH2:21][OH:20]. The catalyst class is: 14. (3) Reactant: [F:1][C:2]1[CH:11]=[C:10]2[C:5]([CH:6]=[C:7]([C:22]([O-])=[O:23])[C:8]([C:12]3[CH:17]=[CH:16][CH:15]=[CH:14][C:13]=3[S:18]([CH3:21])(=[O:20])=[O:19])=[N:9]2)=[N:4][CH:3]=1.[CH3:25]C(C[AlH]CC(C)C)C. Product: [CH3:25][CH:22]([C:7]1[C:8]([C:12]2[CH:17]=[CH:16][CH:15]=[CH:14][C:13]=2[S:18]([CH3:21])(=[O:20])=[O:19])=[N:9][C:10]2[C:5]([CH:6]=1)=[N:4][CH:3]=[C:2]([F:1])[CH:11]=2)[OH:23]. The catalyst class is: 2. (4) Reactant: [C:1]1([CH:7]([C:9]2[CH:17]=[CH:16][C:12]([C:13]([OH:15])=O)=[CH:11][CH:10]=2)[CH3:8])[CH:6]=[CH:5][CH:4]=[CH:3][CH:2]=1.F[P-](F)(F)(F)(F)F.N1(OC(N(C)C)=[N+](C)C)C2N=CC=CC=2N=N1.C(N(CC)CC)C.[NH2:49][CH2:50][C:51]1[C:52]([OH:59])=[N:53][C:54]([CH3:58])=[CH:55][C:56]=1[CH3:57]. Product: [OH:59][C:52]1[C:51]([CH2:50][NH:49][C:13](=[O:15])[C:12]2[CH:11]=[CH:10][C:9]([CH:7]([C:1]3[CH:2]=[CH:3][CH:4]=[CH:5][CH:6]=3)[CH3:8])=[CH:17][CH:16]=2)=[C:56]([CH3:57])[CH:55]=[C:54]([CH3:58])[N:53]=1. The catalyst class is: 46. (5) Reactant: [N+:1]([C:4]1[CH:9]=[CH:8][C:7]([CH:10]([C:32]2[N:36]([CH2:37][CH2:38][CH3:39])[CH:35]=[N:34][N:33]=2)[CH2:11][S:12][CH2:13][CH:14]([C:24]2[N:28]([CH2:29][CH2:30][CH3:31])[CH:27]=[N:26][N:25]=2)[C:15]2[CH:20]=[CH:19][C:18]([N+:21]([O-])=O)=[CH:17][CH:16]=2)=[CH:6][CH:5]=1)([O-])=O.[Cl-].[Ca+2].[Cl-]. Product: [NH2:1][C:4]1[CH:5]=[CH:6][C:7]([CH:10]([C:32]2[N:36]([CH2:37][CH2:38][CH3:39])[CH:35]=[N:34][N:33]=2)[CH2:11][S:12][CH2:13][CH:14]([C:24]2[N:28]([CH2:29][CH2:30][CH3:31])[CH:27]=[N:26][N:25]=2)[C:15]2[CH:16]=[CH:17][C:18]([NH2:21])=[CH:19][CH:20]=2)=[CH:8][CH:9]=1. The catalyst class is: 8.